Task: Predict the product of the given reaction.. Dataset: Forward reaction prediction with 1.9M reactions from USPTO patents (1976-2016) (1) Given the reactants Cl.[NH2:2][C:3]1[CH:4]=[C:5]([CH:21]=[CH:22][CH:23]=1)[CH2:6][NH:7][C:8]1[C:17]2[C:12](=[C:13]([C:18]([NH2:20])=[O:19])[CH:14]=[CH:15][CH:16]=2)[N:11]=[CH:10][N:9]=1.Cl[C:25]1[N:30]=[CH:29][CH:28]=[CH:27][N:26]=1, predict the reaction product. The product is: [N:26]1[CH:27]=[CH:28][CH:29]=[N:30][C:25]=1[NH:2][C:3]1[CH:4]=[C:5]([CH:21]=[CH:22][CH:23]=1)[CH2:6][NH:7][C:8]1[C:17]2[C:12](=[C:13]([C:18]([NH2:20])=[O:19])[CH:14]=[CH:15][CH:16]=2)[N:11]=[CH:10][N:9]=1. (2) Given the reactants CC[C:3]1[C:12]2[CH2:13][N:14]3[C:19](=[O:20])[C:18]4[CH2:21][O:22][C:23]([C@:25]([OH:28])([CH2:26][CH3:27])[C:17]=4[CH:16]=[C:15]3[C:11]=2[N:10]=[C:9]2[C:4]=1[CH:5]=[C:6](OC(N1CCC(N3CCCCC3)CC1)=O)[CH:7]=[CH:8]2)=[O:24].CCCCCCCCCCCCCCCCCC(OC[C@@H](OC(CCCCCCCCCCCCCCCCC)=O)COP(OCC[N+](C)(C)C)([O-])=O)=O.CCCCCCCCCCCCCCCCCC(OCC(OC(CCCCCCCCCCCCCCCCC)=O)COP(OCC(O)CO)(O)=O)=O.CCCCCCCCCCCCCCCCCC(OCC(OC(CCCCCCCCCCCCCCCCC)=O)COP(OCC(O)CO)(O)=O)=O.N(CCO)(CCO)CCO.C(O)[C@H]1O[C@H](O[C@]2(CO)O[C@H](CO)[C@@H](O)[C@@H]2O)[C@H](O)[C@@H](O)[C@@H]1O.C1N(CCO)CCN(C[CH2:247][S:248](O)(=O)=O)C1.C(N(CC(O)=O)CC(O)=O)CN(CC(O)=O)CC(O)=[O:257], predict the reaction product. The product is: [NH2:14][C@H:15]([CH:16]=[O:257])[CH2:11][CH2:12][S:248][CH3:247].[CH3:27][CH2:26][C@@:25]1([OH:28])[C:23](=[O:24])[O:22][CH2:21][C:18]2[C:19]([N:14]3[C:15](=[CH:16][C:17]1=2)[C:11]1[N:10]=[C:9]2[C:4]([CH:5]=[CH:6][CH:7]=[CH:8]2)=[CH:3][C:12]=1[CH2:13]3)=[O:20]. (3) Given the reactants [C:1]([C:4]1[C:5]([CH3:19])=[N:6][N:7]([C:10]2[CH:17]=[CH:16][C:13]([C:14]#[N:15])=[C:12]([Cl:18])[CH:11]=2)[C:8]=1[CH3:9])(=[O:3])[CH3:2].[F:20][C:21]1[CH:22]=[C:23]([Mg]Br)[CH:24]=[CH:25][CH:26]=1, predict the reaction product. The product is: [Cl:18][C:12]1[CH:11]=[C:10]([N:7]2[C:8]([CH3:9])=[C:4]([C:1]([C:25]3[CH:24]=[CH:23][CH:22]=[C:21]([F:20])[CH:26]=3)([OH:3])[CH3:2])[C:5]([CH3:19])=[N:6]2)[CH:17]=[CH:16][C:13]=1[C:14]#[N:15]. (4) Given the reactants [Cl:1][C:2]1[CH:3]=[C:4]([C:24](O)=[O:25])[C:5]([C:17]2[CH:22]=[CH:21][CH:20]=[C:19]([F:23])[CH:18]=2)=[C:6](/[N:10]=[N:11]/[N:12]2[CH2:16][CH2:15][CH2:14][CH2:13]2)[C:7]=1[C:8]#[CH:9].Cl.[CH3:28][NH:29][O:30][CH3:31].O.ON1C2C=CC=CC=2N=N1.C(N(CC)C(C)C)(C)C.CCN=C=NCCCN(C)C.Cl.Cl.O, predict the reaction product. The product is: [Cl:1][C:2]1[CH:3]=[C:4]([C:24]([N:29]([O:30][CH3:31])[CH3:28])=[O:25])[C:5]([C:17]2[CH:22]=[CH:21][CH:20]=[C:19]([F:23])[CH:18]=2)=[C:6](/[N:10]=[N:11]/[N:12]2[CH2:13][CH2:14][CH2:15][CH2:16]2)[C:7]=1[C:8]#[CH:9]. (5) Given the reactants [Cl:1][C:2]1[CH:3]=[C:4]([CH:10]=[C:11]([CH:15]=[CH2:16])[C:12]=1[CH:13]=O)[C:5]([O:7][CH2:8][CH3:9])=[O:6].[CH3:17][N:18]([C@H:26]1[CH2:31][CH2:30][CH2:29][NH:28][CH2:27]1)[C:19](=[O:25])[O:20][C:21]([CH3:24])([CH3:23])[CH3:22], predict the reaction product. The product is: [Cl:1][C:2]1[CH:3]=[C:4]([CH:10]=[C:11]([CH:15]=[CH2:16])[C:12]=1[CH2:13][N:28]1[CH2:29][CH2:30][CH2:31][C@H:26]([N:18]([CH3:17])[C:19]([O:20][C:21]([CH3:23])([CH3:22])[CH3:24])=[O:25])[CH2:27]1)[C:5]([O:7][CH2:8][CH3:9])=[O:6].